Dataset: Retrosynthesis with 50K atom-mapped reactions and 10 reaction types from USPTO. Task: Predict the reactants needed to synthesize the given product. Given the product CCOC(=O)c1oc2cccc(C)c2c1C, predict the reactants needed to synthesize it. The reactants are: CCOC(=O)c1oc2cccc(CBr)c2c1C.